From a dataset of NCI-60 drug combinations with 297,098 pairs across 59 cell lines. Regression. Given two drug SMILES strings and cell line genomic features, predict the synergy score measuring deviation from expected non-interaction effect. Drug 1: CC1CCC2CC(C(=CC=CC=CC(CC(C(=O)C(C(C(=CC(C(=O)CC(OC(=O)C3CCCCN3C(=O)C(=O)C1(O2)O)C(C)CC4CCC(C(C4)OC)OCCO)C)C)O)OC)C)C)C)OC. Drug 2: B(C(CC(C)C)NC(=O)C(CC1=CC=CC=C1)NC(=O)C2=NC=CN=C2)(O)O. Cell line: EKVX. Synergy scores: CSS=27.7, Synergy_ZIP=-5.45, Synergy_Bliss=-3.25, Synergy_Loewe=-6.50, Synergy_HSA=-6.42.